From a dataset of Reaction yield outcomes from USPTO patents with 853,638 reactions. Predict the reaction yield, written as a fraction of the theoretical maximum amount of product (1.0 means a 100% yield; for example, 0.34 means a 34% yield). The yield is 0.460. The catalyst is OS(O)(=O)=O. The reactants are [CH:1]([N:4]1[CH:8]=[CH:7][CH:6]=[N:5]1)([CH3:3])[CH3:2].[N+:9]([O-])([O-:11])=[O:10].[K+]. The product is [CH:1]([N:4]1[CH:8]=[C:7]([N+:9]([O-:11])=[O:10])[CH:6]=[N:5]1)([CH3:3])[CH3:2].